Dataset: Catalyst prediction with 721,799 reactions and 888 catalyst types from USPTO. Task: Predict which catalyst facilitates the given reaction. (1) Reactant: [Cl:1][C:2]1[CH:3]=[C:4]([C:9]2([C:24]([F:27])([F:26])[F:25])[S:13][N:12]=[C:11]([C:14]3[CH:22]=[CH:21][C:17]([C:18]([NH2:20])=[O:19])=[C:16]([CH3:23])[CH:15]=3)[CH2:10]2)[CH:5]=[C:6]([Cl:8])[CH:7]=1.[CH3:28]OC(OC)N(C)C.Cl.[CH3:37][O:38][NH2:39].[OH-].[Na+]. Product: [Cl:1][C:2]1[CH:3]=[C:4]([C:9]2([C:24]([F:25])([F:27])[F:26])[S:13][N:12]=[C:11]([C:14]3[CH:22]=[CH:21][C:17]([C:18]([NH:20]/[CH:28]=[N:39]/[O:38][CH3:37])=[O:19])=[C:16]([CH3:23])[CH:15]=3)[CH2:10]2)[CH:5]=[C:6]([Cl:8])[CH:7]=1. The catalyst class is: 211. (2) Reactant: [Cl:1][C:2]1[CH:7]=[CH:6][CH:5]=[C:4]([Cl:8])[C:3]=1[C:9]1[CH:13]=[C:12]([C:14]2[CH:19]=[CH:18][C:17](N)=[CH:16][N:15]=2)[O:11][N:10]=1.[C:21]([C:25]1[CH:37]=[CH:36][C:28]([C:29]([O:31][C:32]([CH3:35])([CH3:34])[CH3:33])=[O:30])=[CH:27][CH:26]=1)(=[O:24])[CH:22]=[CH2:23].C([N:40](CC)CC)C. Product: [Cl:8][C:4]1[CH:5]=[CH:6][CH:7]=[C:2]([Cl:1])[C:3]=1[C:9]1[CH:13]=[C:12]([C:14]2[CH:19]=[C:18]([NH:40][CH2:23][CH2:22][C:21]([C:25]3[CH:37]=[CH:36][C:28]([C:29]([O:31][C:32]([CH3:33])([CH3:35])[CH3:34])=[O:30])=[CH:27][CH:26]=3)=[O:24])[CH:17]=[CH:16][N:15]=2)[O:11][N:10]=1. The catalyst class is: 10.